This data is from Reaction yield outcomes from USPTO patents with 853,638 reactions. The task is: Predict the reaction yield, written as a fraction of the theoretical maximum amount of product (1.0 means a 100% yield; for example, 0.34 means a 34% yield). (1) The reactants are [CH3:1][O:2][C:3](=[O:30])[C:4]([C:7]1[CH:12]=[CH:11][C:10]([CH2:13][CH2:14][N:15]2[CH2:20][CH2:19][CH:18]([C:21]3[NH:25][C:24]4[CH:26]=[CH:27][CH:28]=[CH:29][C:23]=4[N:22]=3)[CH2:17][CH2:16]2)=[CH:9][CH:8]=1)([CH3:6])[CH3:5].CC(C)([O-])C.[K+].[CH2:37]([O:39][CH2:40][CH2:41]CS([O-])(=O)=O)[CH3:38].CN(C=O)C. The catalyst is C(OC(=O)C)C.O. The product is [CH3:1][O:2][C:3](=[O:30])[C:4]([C:7]1[CH:12]=[CH:11][C:10]([CH2:13][CH2:14][N:15]2[CH2:16][CH2:17][CH:18]([C:21]3[N:22]([CH2:38][CH2:37][O:39][CH2:40][CH3:41])[C:23]4[CH:29]=[CH:28][CH:27]=[CH:26][C:24]=4[N:25]=3)[CH2:19][CH2:20]2)=[CH:9][CH:8]=1)([CH3:5])[CH3:6]. The yield is 0.850. (2) The reactants are [H-].[Na+].COP([CH2:9][C:10]([O:12][CH2:13][C:14]1[CH:19]=[CH:18][CH:17]=[CH:16][CH:15]=1)=[O:11])(OC)=O.O[CH:21]1[CH2:30][CH2:29][C:28]2[C:23](=[CH:24][CH:25]=[CH:26][CH:27]=2)[N:22]1[C:31]([O:33][C:34]([CH3:37])([CH3:36])[CH3:35])=[O:32]. The catalyst is C1COCC1. The product is [CH2:13]([O:12][C:10](=[O:11])[CH2:9][CH:21]1[CH2:30][CH2:29][C:28]2[C:23](=[CH:24][CH:25]=[CH:26][CH:27]=2)[N:22]1[C:31]([O:33][C:34]([CH3:37])([CH3:36])[CH3:35])=[O:32])[C:14]1[CH:15]=[CH:16][CH:17]=[CH:18][CH:19]=1. The yield is 0.750. (3) The reactants are [CH3:1][N:2]1[CH:6]=[C:5]([C:7]2[CH:12]=[CH:11][C:10]([NH:13][C:14]3[N:15]=[C:16]([N:24]([C:28]4[CH:33]=[CH:32][CH:31]=[CH:30][CH:29]=4)[CH2:25][CH2:26][OH:27])[C:17]4[CH2:23][NH:22][CH2:21][CH2:20][C:18]=4[N:19]=3)=[CH:9][CH:8]=2)[CH:4]=[N:3]1.[C:34](O)(=O)C.C=O.C([BH3-])#N.[Na+]. The catalyst is CO. The product is [CH3:34][N:22]1[CH2:21][CH2:20][C:18]2[N:19]=[C:14]([NH:13][C:10]3[CH:9]=[CH:8][C:7]([C:5]4[CH:4]=[N:3][N:2]([CH3:1])[CH:6]=4)=[CH:12][CH:11]=3)[N:15]=[C:16]([N:24]([C:28]3[CH:33]=[CH:32][CH:31]=[CH:30][CH:29]=3)[CH2:25][CH2:26][OH:27])[C:17]=2[CH2:23]1. The yield is 0.210. (4) The reactants are [CH3:1][C:2]1[N:7]=[CH:6][N:5]=[C:4]([NH2:8])[CH:3]=1.Br[C:10]1[C:11](=[O:18])[N:12]([CH3:17])[CH:13]=[C:14]([Br:16])[CH:15]=1.CC1(C)C2C(=C(P(C3C=CC=CC=3)C3C=CC=CC=3)C=CC=2)OC2C(P(C3C=CC=CC=3)C3C=CC=CC=3)=CC=CC1=2.C([O-])([O-])=O.[Cs+].[Cs+]. The catalyst is C1C=CC(/C=C/C(/C=C/C2C=CC=CC=2)=O)=CC=1.C1C=CC(/C=C/C(/C=C/C2C=CC=CC=2)=O)=CC=1.C1C=CC(/C=C/C(/C=C/C2C=CC=CC=2)=O)=CC=1.[Pd].[Pd].O1CCOCC1. The product is [Br:16][C:14]1[CH:15]=[C:10]([NH:8][C:4]2[CH:3]=[C:2]([CH3:1])[N:7]=[CH:6][N:5]=2)[C:11](=[O:18])[N:12]([CH3:17])[CH:13]=1. The yield is 0.360. (5) The reactants are [F:1][C:2]1[C:3]([F:12])=[CH:4][C:5]2[S:9][C:8]([NH2:10])=[N:7][C:6]=2[CH:11]=1.[F:13][C:14]([F:25])([F:24])[C:15]1[CH:16]=[C:17]([CH:21]=[CH:22][CH:23]=1)[C:18](Cl)=[O:19].C[O:27][C:28]1[CH:37]=CC2N=C(N)SC=2C=1.ClC1C=C(C=CC=1)C(Cl)=[O:43]. No catalyst specified. The product is [F:1][C:2]1[C:3]([F:12])=[CH:4][C:5]2[S:9][C:8](=[N:10][C:18](=[O:19])[C:17]3[CH:21]=[CH:22][CH:23]=[C:15]([C:14]([F:25])([F:24])[F:13])[CH:16]=3)[N:7]([CH2:37][C:28]([OH:27])=[O:43])[C:6]=2[CH:11]=1. The yield is 0.220. (6) The reactants are Br[C:2]1[CH:3]=[C:4]([C:12]2[C:13]([O:18][CH3:19])=[N:14][CH:15]=[CH:16][CH:17]=2)[CH:5]=[C:6]([C:8]([CH3:11])([CH3:10])[CH3:9])[CH:7]=1.[C:20]1([OH:26])[CH:25]=[CH:24][CH:23]=[CH:22][CH:21]=1.C(P(C(C)(C)C)C1C=CC=CC=1C1C(C(C)C)=CC(C(C)C)=CC=1C(C)C)(C)(C)C.[O-]P([O-])([O-])=O.[K+].[K+].[K+]. The catalyst is CC([O-])=O.CC([O-])=O.[Pd+2]. The product is [C:8]([C:6]1[CH:5]=[C:4]([C:12]2[C:13]([O:18][CH3:19])=[N:14][CH:15]=[CH:16][CH:17]=2)[CH:3]=[C:2]([O:26][C:20]2[CH:25]=[CH:24][CH:23]=[CH:22][CH:21]=2)[CH:7]=1)([CH3:11])([CH3:10])[CH3:9]. The yield is 0.410.